From a dataset of Forward reaction prediction with 1.9M reactions from USPTO patents (1976-2016). Predict the product of the given reaction. Given the reactants [O:1]=[C:2]1[N:7]=[CH:6][N:5]2[N:8]=[CH:9][C:10]([C:11]([O:13]C)=[O:12])=[C:4]2[CH2:3]1.[OH-].[Li+].O, predict the reaction product. The product is: [O:1]=[C:2]1[CH:3]=[CH:4][N:5]2[N:8]=[CH:9][C:10]([C:11]([OH:13])=[O:12])=[C:6]2[NH:7]1.